Predict the reactants needed to synthesize the given product. From a dataset of Full USPTO retrosynthesis dataset with 1.9M reactions from patents (1976-2016). (1) Given the product [CH3:20][C:21]1[CH:16]=[CH:17][CH:18]=[C:27]([CH3:28])[C:30]=1[N:31]1[C:34](=[O:29])[CH2:10][CH2:9][NH:8][C:32]1=[O:33], predict the reactants needed to synthesize it. The reactants are: CN(C)CCCN=C=[N:8][CH2:9][CH3:10].ON1[C:17]2[CH:18]=C[CH:20]=[CH:21][C:16]=2N=N1.C(N([CH2:27][CH3:28])CC)C.[OH2:29].[CH3:30][N:31]([CH3:34])[CH:32]=[O:33]. (2) Given the product [F:22][C:23]1[CH:28]=[C:27]([S:29]([CH3:32])(=[O:31])=[O:30])[C:26]([F:33])=[CH:25][C:24]=1[NH:1][C@H:2]1[CH2:7][CH2:6][CH2:5][N:4]([CH:8]2[CH2:9][CH2:10][N:11]([C:14]([O:16][C:17]([CH3:18])([CH3:20])[CH3:19])=[O:15])[CH2:12][CH2:13]2)[C:3]1=[O:21], predict the reactants needed to synthesize it. The reactants are: [NH2:1][C@H:2]1[CH2:7][CH2:6][CH2:5][N:4]([CH:8]2[CH2:13][CH2:12][N:11]([C:14]([O:16][C:17]([CH3:20])([CH3:19])[CH3:18])=[O:15])[CH2:10][CH2:9]2)[C:3]1=[O:21].[F:22][C:23]1[CH:28]=[C:27]([S:29]([CH3:32])(=[O:31])=[O:30])[C:26]([F:33])=[CH:25][C:24]=1F.C([O-])([O-])=O.[Na+].[Na+]. (3) The reactants are: [C:1]([C:3]1[CH:4]=[C:5]([N:9]2[C:13]([C:14]([N:16]3[C:24]4[C:19](=[CH:20][C:21]([C:25]5[CH:30]=[CH:29][CH:28]=[CH:27][C:26]=5[S:31]([NH2:34])(=[O:33])=[O:32])=[CH:22][CH:23]=4)[CH2:18][CH2:17]3)=[O:15])=[CH:12][C:11]([C:35]([F:38])([F:37])[F:36])=[N:10]2)[CH:6]=[CH:7][CH:8]=1)#[N:2].[F:39][C:40]([F:45])([F:44])[C:41]([OH:43])=[O:42]. Given the product [F:39][C:40]([F:45])([F:44])[C:41]([OH:43])=[O:42].[NH2:2][CH2:1][C:3]1[CH:4]=[C:5]([N:9]2[C:13]([C:14]([N:16]3[C:24]4[C:19](=[CH:20][C:21]([C:25]5[CH:30]=[CH:29][CH:28]=[CH:27][C:26]=5[S:31]([NH2:34])(=[O:32])=[O:33])=[CH:22][CH:23]=4)[CH2:18][CH2:17]3)=[O:15])=[CH:12][C:11]([C:35]([F:36])([F:37])[F:38])=[N:10]2)[CH:6]=[CH:7][CH:8]=1, predict the reactants needed to synthesize it. (4) Given the product [Cl:20][CH2:19][CH2:18][CH2:17][C:16]([C:13]1[CH:12]=[CH:11][C:10]([C:7]([CH3:9])([CH3:8])[C:2]([OH:4])=[O:3])=[CH:15][CH:14]=1)=[O:21], predict the reactants needed to synthesize it. The reactants are: [Mg].[C:2](=[O:4])=[O:3].Cl.Br[C:7]([C:10]1[CH:15]=[CH:14][C:13]([C:16](=[O:21])[CH2:17][CH2:18][CH2:19][Cl:20])=[CH:12][CH:11]=1)([CH3:9])[CH3:8].ClC(C1C=CC(C(=O)CCCCl)=CC=1)(C)C. (5) Given the product [C:3]([O:7][C:8]([N:10]1[CH2:15][CH2:14][C:13]2[N:16]([CH3:36])[C:17]([C:29]3[CH:34]=[CH:33][N:32]=[C:31]([NH2:35])[N:30]=3)=[C:18]([CH2:19][C:20]3[CH:25]=[CH:24][CH:23]=[C:22]([NH2:26])[CH:21]=3)[C:12]=2[C:11]1=[O:37])=[O:9])([CH3:5])([CH3:6])[CH3:4], predict the reactants needed to synthesize it. The reactants are: [Cl-].[NH4+].[C:3]([O:7][C:8]([N:10]1[CH2:15][CH2:14][C:13]2[N:16]([CH3:36])[C:17]([C:29]3[CH:34]=[CH:33][N:32]=[C:31]([NH2:35])[N:30]=3)=[C:18]([CH2:19][C:20]3[CH:25]=[CH:24][CH:23]=[C:22]([N+:26]([O-])=O)[CH:21]=3)[C:12]=2[C:11]1=[O:37])=[O:9])([CH3:6])([CH3:5])[CH3:4].O.